Dataset: Full USPTO retrosynthesis dataset with 1.9M reactions from patents (1976-2016). Task: Predict the reactants needed to synthesize the given product. (1) Given the product [NH2:1][C:2]1[N:3]=[CH:4][C:5]([C:8]2[N:9]=[C:10]([N:27]3[CH2:32][CH2:31][O:30][CH2:29][CH2:28]3)[C:11]3[S:16][C:15]([C:17]4[CH:18]=[C:19]([C:20]([N:41]5[CH2:42][CH2:43][N:38]([C:34]6[S:33][CH:37]=[CH:36][N:35]=6)[CH2:39][CH2:40]5)=[O:22])[CH:23]=[CH:24][CH:25]=4)=[C:14]([CH3:26])[C:12]=3[N:13]=2)=[CH:6][N:7]=1, predict the reactants needed to synthesize it. The reactants are: [NH2:1][C:2]1[N:7]=[CH:6][C:5]([C:8]2[N:9]=[C:10]([N:27]3[CH2:32][CH2:31][O:30][CH2:29][CH2:28]3)[C:11]3[S:16][C:15]([C:17]4[CH:18]=[C:19]([CH:23]=[CH:24][CH:25]=4)[C:20]([OH:22])=O)=[C:14]([CH3:26])[C:12]=3[N:13]=2)=[CH:4][N:3]=1.[S:33]1[CH:37]=[CH:36][N:35]=[C:34]1[N:38]1[CH2:43][CH2:42][NH:41][CH2:40][CH2:39]1. (2) Given the product [CH2:1]([N:3]1[C:11]2[CH:10]=[C:9]([NH:12][C:20](=[O:21])[C:19]3[CH:23]=[CH:24][C:16]([C:14]([CH3:15])=[CH2:13])=[CH:17][CH:18]=3)[N:8]=[CH:7][C:6]=2[CH:5]=[CH:4]1)[CH3:2], predict the reactants needed to synthesize it. The reactants are: [CH2:1]([N:3]1[C:11]2[CH:10]=[C:9]([NH2:12])[N:8]=[CH:7][C:6]=2[CH:5]=[CH:4]1)[CH3:2].[CH2:13]=[C:14]([C:16]1[CH:24]=[CH:23][C:19]([C:20](Cl)=[O:21])=[CH:18][CH:17]=1)[CH3:15].[H-].[Na+].